Dataset: Reaction yield outcomes from USPTO patents with 853,638 reactions. Task: Predict the reaction yield, written as a fraction of the theoretical maximum amount of product (1.0 means a 100% yield; for example, 0.34 means a 34% yield). The reactants are [NH2:1][N:2]1[CH:6]=[CH:5][C:4]([CH:7]2[CH2:9][CH2:8]2)=[C:3]1[C:10]([OH:12])=O.[NH4+].[Cl-].C[N:16](C(ON1N=NC2C=CC=NC1=2)=[N+](C)C)C.F[P-](F)(F)(F)(F)F.CCN(C(C)C)C(C)C. The catalyst is CN(C=O)C.O. The product is [NH2:1][N:2]1[CH:6]=[CH:5][C:4]([CH:7]2[CH2:9][CH2:8]2)=[C:3]1[C:10]([NH2:16])=[O:12]. The yield is 0.280.